From a dataset of Catalyst prediction with 721,799 reactions and 888 catalyst types from USPTO. Predict which catalyst facilitates the given reaction. (1) Reactant: [CH3:1][O:2][C:3]([NH:5][C@@H:6]([CH:46]([CH3:48])[CH3:47])[C:7]([N:9]1[CH2:13][CH2:12][CH2:11][C@H:10]1[C:14]1[NH:18][C:17]2[CH:19]=[CH:20][C:21]([C:23]3[CH:28]=[CH:27][C:26]([C:29]4[N:30]=[C:31]([C@@H:34]5[CH2:38][CH2:37][CH2:36][N:35]5C(OC(C)(C)C)=O)[NH:32][CH:33]=4)=[CH:25][CH:24]=3)=[CH:22][C:16]=2[N:15]=1)=[O:8])=[O:4].[ClH:49].O1CCOCC1. The catalyst class is: 5. Product: [Cl-:49].[CH3:1][O:2][C:3]([NH:5][C@@H:6]([CH:46]([CH3:48])[CH3:47])[C:7]([N:9]1[CH2:13][CH2:12][CH2:11][C@H:10]1[C:14]1[NH:18][C:17]2[CH:19]=[CH:20][C:21]([C:23]3[CH:24]=[CH:25][C:26]([C:29]4[NH+:30]=[C:31]([C@@H:34]5[CH2:38][CH2:37][CH2:36][NH2+:35]5)[NH:32][CH:33]=4)=[CH:27][CH:28]=3)=[CH:22][C:16]=2[N:15]=1)=[O:8])=[O:4].[Cl-:49]. (2) Reactant: CS(O[CH2:6][C:7]1[CH:12]=[CH:11][C:10]([Br:13])=[C:9]([C:14]([F:17])([F:16])[F:15])[CH:8]=1)(=O)=O.[C-:18]#[N:19].[K+]. Product: [Br:13][C:10]1[CH:11]=[CH:12][C:7]([CH2:6][C:18]#[N:19])=[CH:8][C:9]=1[C:14]([F:17])([F:16])[F:15]. The catalyst class is: 40. (3) Reactant: [Cl:1][C:2]1[CH:3]=[C:4]([C:12]2[O:16][N:15]=[C:14]([C:17]3[CH:18]=[CH:19][C:20]4[O:24][C:23]([C:25]5([NH:33]C(=O)OC(C)(C)C)[CH2:30][O:29]C(C)(C)[O:27][CH2:26]5)=[CH:22][C:21]=4[CH:41]=3)[N:13]=2)[CH:5]=[CH:6][C:7]=1[O:8][CH2:9][CH2:10][CH3:11].CCO. Product: [NH2:33][C:25]([C:23]1[O:24][C:20]2[CH:19]=[CH:18][C:17]([C:14]3[N:13]=[C:12]([C:4]4[CH:5]=[CH:6][C:7]([O:8][CH2:9][CH2:10][CH3:11])=[C:2]([Cl:1])[CH:3]=4)[O:16][N:15]=3)=[CH:41][C:21]=2[CH:22]=1)([CH2:26][OH:27])[CH2:30][OH:29]. The catalyst class is: 2. (4) Reactant: [OH:1][CH2:2][CH:3]1[CH2:7][O:6][C:5](=[O:8])[O:4]1.C(=O)([O-])[O-].[K+].[K+].[F:15][C:16]([F:23])([F:22])[C:17]([F:21])=[C:18]([F:20])[F:19]. Product: [F:19][C:18]([F:20])([O:1][CH2:2][CH:3]1[CH2:7][O:6][C:5](=[O:8])[O:4]1)[CH:17]([F:21])[C:16]([F:23])([F:22])[F:15]. The catalyst class is: 10. (5) Reactant: C([O-])([O-])=O.[K+].[K+].F[C:8]1[C:15]([CH3:16])=[CH:14][CH:13]=[CH:12][C:9]=1[C:10]#[N:11].[NH:17]1[CH:21]=[CH:20][N:19]=[N:18]1.O. Product: [CH3:16][C:15]1[C:8]([N:18]2[N:19]=[CH:20][CH:21]=[N:17]2)=[C:9]([CH:12]=[CH:13][CH:14]=1)[C:10]#[N:11]. The catalyst class is: 3. (6) The catalyst class is: 564. Product: [NH2:9][C:4]1[N:3]=[C:2]([C:26]2[C:19]([CH:16]3[CH2:18][CH2:17]3)=[N:20][C:21]([N:36]3[CH2:41][CH2:40][N:39]([C:42](=[O:46])[CH2:43][CH2:44][OH:45])[C@H:38]([CH:47]4[CH2:48][CH2:49]4)[CH2:37]3)=[C:22]([CH:25]=2)[C:23]#[N:24])[CH:7]=[C:6]([Cl:8])[N:5]=1. Reactant: Cl[C:2]1[CH:7]=[C:6]([Cl:8])[N:5]=[C:4]([NH2:9])[N:3]=1.C(=O)([O-])[O-].[Na+].[Na+].[CH:16]1([C:19]2[C:26](B3OC(C)(C)C(C)(C)O3)=[CH:25][C:22]([C:23]#[N:24])=[C:21]([N:36]3[CH2:41][CH2:40][N:39]([C:42](=[O:46])[CH2:43][CH2:44][OH:45])[C@H:38]([CH:47]4[CH2:49][CH2:48]4)[CH2:37]3)[N:20]=2)[CH2:18][CH2:17]1.